From a dataset of Full USPTO retrosynthesis dataset with 1.9M reactions from patents (1976-2016). Predict the reactants needed to synthesize the given product. The reactants are: C(O[C:4]1[C:5](=[O:16])[C:6](=[O:15])[C:7]=1[NH:8][C:9]1[CH:14]=[CH:13][N:12]=[CH:11][CH:10]=1)C.[Cl:17][C:18]1[CH:23]=[CH:22][C:21]([NH:24][CH2:25][CH2:26][CH2:27][CH2:28][CH2:29][CH2:30][NH2:31])=[CH:20][CH:19]=1. Given the product [Cl:17][C:18]1[CH:19]=[CH:20][C:21]([NH:24][CH2:25][CH2:26][CH2:27][CH2:28][CH2:29][CH2:30][NH:31][C:4]2[C:5](=[O:16])[C:6](=[O:15])[C:7]=2[NH:8][C:9]2[CH:10]=[CH:11][N:12]=[CH:13][CH:14]=2)=[CH:22][CH:23]=1, predict the reactants needed to synthesize it.